From a dataset of Forward reaction prediction with 1.9M reactions from USPTO patents (1976-2016). Predict the product of the given reaction. (1) Given the reactants S(Cl)(Cl)=O.[CH:5]1([N:9]2[CH2:14][CH2:13][CH:12]([N:15]3[CH2:24][CH2:23][C:22]4[C:17](=[CH:18][CH:19]=[C:20](OCC5C=CC(C(O)=O)=CC=5)[CH:21]=4)[C:16]3=[O:36])[CH2:11][CH2:10]2)[CH2:8][CH2:7][CH2:6]1.[O:37]1[CH2:41][CH2:40][CH2:39][CH2:38]1, predict the reaction product. The product is: [CH:5]1([N:9]2[CH2:14][CH2:13][CH:12]([N:15]3[CH2:24][CH2:23][C:22]4[C:17](=[CH:18][CH:19]=[C:20]([O:37][CH2:41][C:40]5[CH:19]=[CH:18][C:17]([C:16]([NH2:15])=[O:36])=[CH:38][CH:39]=5)[CH:21]=4)[C:16]3=[O:36])[CH2:11][CH2:10]2)[CH2:6][CH2:7][CH2:8]1. (2) Given the reactants [Br:1][C:2]1[N:7]=[CH:6][C:5](B(O)O)=[CH:4][CH:3]=1.I[C:12]1[CH:17]=[CH:16][C:15]([O:18][C:19]([F:22])([F:21])[F:20])=[CH:14][CH:13]=1.CN(C=O)C.C([O-])([O-])=O.[K+].[K+], predict the reaction product. The product is: [Br:1][C:2]1[CH:3]=[CH:4][C:5]([C:12]2[CH:13]=[CH:14][C:15]([O:18][C:19]([F:20])([F:21])[F:22])=[CH:16][CH:17]=2)=[CH:6][N:7]=1. (3) The product is: [CH3:1][N:2]([C:11]1[CH:12]=[CH:13][CH:14]=[C:15]2[C:19]=1[NH:18][C:17]([C:20]1[S:21][C:22]3([CH2:29][CH2:28][N:27]([S:31]([CH3:30])(=[O:33])=[O:32])[CH2:26][CH2:25]3)[CH2:23][N:24]=1)=[CH:16]2)[S:3]([C:6]1[S:7][CH:8]=[CH:9][CH:10]=1)(=[O:4])=[O:5]. Given the reactants [CH3:1][N:2]([C:11]1[CH:12]=[CH:13][CH:14]=[C:15]2[C:19]=1[NH:18][C:17]([C:20]1[S:21][C:22]3([CH2:29][CH2:28][NH:27][CH2:26][CH2:25]3)[CH2:23][N:24]=1)=[CH:16]2)[S:3]([C:6]1[S:7][CH:8]=[CH:9][CH:10]=1)(=[O:5])=[O:4].[CH3:30][S:31](Cl)(=[O:33])=[O:32].C(N(CC)CC)C, predict the reaction product.